This data is from Cav3 T-type calcium channel HTS with 100,875 compounds. The task is: Binary Classification. Given a drug SMILES string, predict its activity (active/inactive) in a high-throughput screening assay against a specified biological target. (1) The molecule is S(c1nc(nc(N2CCN(CC2)C)c1)c1ccc(OC)cc1)CCC. The result is 0 (inactive). (2) The molecule is s1c(nc2c1cccc2)C1=C(N(CCCN(CC)CC)CC1=O)N. The result is 0 (inactive). (3) The drug is OC(C\C(=C\COc1cc2oc(=O)ccc2cc1)C)\C=C(/C)C. The result is 0 (inactive).